From a dataset of Full USPTO retrosynthesis dataset with 1.9M reactions from patents (1976-2016). Predict the reactants needed to synthesize the given product. (1) Given the product [CH3:58][Si:55]([CH3:57])([CH3:56])[CH2:54][CH2:53][O:52][CH2:51][N:15]([CH2:14][O:13][CH2:12][CH2:11][Si:10]([CH3:9])([CH3:59])[CH3:60])[C:16]1[N:21]2[N:22]=[CH:23][C:24]([C:25]3[CH:26]=[N:27][C:28]([C:31]4[CH:36]=[CH:35][CH:34]=[CH:33][CH:32]=4)=[CH:29][CH:30]=3)=[C:20]2[N:19]=[C:18]([O:37][CH:38]2[CH2:43][CH2:42][N:41]([C:44]([O:46][C:47]([CH3:50])([CH3:49])[CH3:48])=[O:45])[CH2:40][CH2:39]2)[C:17]=1[Br:8], predict the reactants needed to synthesize it. The reactants are: C1C(=O)N([Br:8])C(=O)C1.[CH3:9][Si:10]([CH3:60])([CH3:59])[CH2:11][CH2:12][O:13][CH2:14][N:15]([CH2:51][O:52][CH2:53][CH2:54][Si:55]([CH3:58])([CH3:57])[CH3:56])[C:16]1[N:21]2[N:22]=[CH:23][C:24]([C:25]3[CH:26]=[N:27][C:28]([C:31]4[CH:36]=[CH:35][CH:34]=[CH:33][CH:32]=4)=[CH:29][CH:30]=3)=[C:20]2[N:19]=[C:18]([O:37][CH:38]2[CH2:43][CH2:42][N:41]([C:44]([O:46][C:47]([CH3:50])([CH3:49])[CH3:48])=[O:45])[CH2:40][CH2:39]2)[CH:17]=1. (2) Given the product [Br:43][CH2:15][C:14]([C:5]1[CH:6]=[C:7]([N:9]2[CH2:10][CH2:11][CH2:12][CH2:13]2)[CH:8]=[C:3]([S:2]([F:1])([F:17])([F:18])([F:19])[F:20])[CH:4]=1)=[O:16], predict the reactants needed to synthesize it. The reactants are: [F:1][S:2]([F:20])([F:19])([F:18])([F:17])[C:3]1[CH:4]=[C:5]([C:14](=[O:16])[CH3:15])[CH:6]=[C:7]([N:9]2[CH2:13][CH2:12][CH2:11][CH2:10]2)[CH:8]=1.C(OC)(OC)OC.CC1(C)[C@]2(CS(O)(=O)=O)C(C[C@H]1CC2)=O.[Br-:43].[Br-].[Br-].C1([N+](C)(C)C)C=CC=CC=1.C1([N+](C)(C)C)C=CC=CC=1.C1([N+](C)(C)C)C=CC=CC=1. (3) Given the product [NH2:1][C:4]1[CH:5]=[C:6]([CH:7]=[CH:8][CH:9]=1)[O:10][CH2:12][C:13]1[CH:14]=[C:15]([CH:18]=[CH:19][CH:20]=1)[C:16]#[N:17], predict the reactants needed to synthesize it. The reactants are: [N+:1]([C:4]1[CH:5]=[C:6]([OH:10])[CH:7]=[CH:8][CH:9]=1)([O-])=O.Br[CH2:12][C:13]1[CH:14]=[C:15]([CH:18]=[CH:19][CH:20]=1)[C:16]#[N:17].BrCC1C=CC=C(F)C=1. (4) Given the product [C:1]([NH:5][C:6](=[O:15])[C:7]1[CH:12]=[CH:11][CH:10]=[C:9]([CH2:13][N:16]2[CH2:21][CH2:20][NH:19][CH2:18][CH2:17]2)[CH:8]=1)([CH3:4])([CH3:3])[CH3:2], predict the reactants needed to synthesize it. The reactants are: [C:1]([NH:5][C:6](=[O:15])[C:7]1[CH:12]=[CH:11][CH:10]=[C:9]([CH2:13]Cl)[CH:8]=1)([CH3:4])([CH3:3])[CH3:2].[N:16]1(C(OC(C)(C)C)=O)[CH2:21][CH2:20][NH:19][CH2:18][CH2:17]1.[I-].[Na+].C(N(CC)CC)C.FC(F)(F)C(O)=O.